This data is from Catalyst prediction with 721,799 reactions and 888 catalyst types from USPTO. The task is: Predict which catalyst facilitates the given reaction. (1) Reactant: [NH2:1][C:2]1[N:7]=[C:6](Cl)[CH:5]=[C:4](Cl)[N:3]=1.[CH3:10][C@H:11]1[CH2:16][O:15][CH2:14][CH2:13][NH:12]1.[C:17](=[O:20])([O-])[O-].[Ca+2]. Product: [CH3:10][C@H:11]1[CH2:16][O:15][CH2:14][CH2:13][N:12]1[C:4]1[CH:5]=[C:6]([N:12]2[CH2:13][CH2:17][O:20][CH2:10][C@@H:11]2[CH3:16])[N:7]=[C:2]([NH2:1])[N:3]=1. The catalyst class is: 37. (2) Reactant: [OH-].[Na+].[OH:3][CH2:4][C:5]1[CH:6]=[C:7]([C:11]2[N:16]=[C:15]([C:17]([NH:19][C:20]3[C:21]([CH3:31])=[C:22]([CH:27]=[CH:28][C:29]=3[CH3:30])[C:23]([O:25]C)=[O:24])=[O:18])[C:14]([CH3:32])=[CH:13][CH:12]=2)[CH:8]=[CH:9][CH:10]=1.Cl. Product: [OH:3][CH2:4][C:5]1[CH:6]=[C:7]([C:11]2[N:16]=[C:15]([C:17]([NH:19][C:20]3[C:21]([CH3:31])=[C:22]([CH:27]=[CH:28][C:29]=3[CH3:30])[C:23]([OH:25])=[O:24])=[O:18])[C:14]([CH3:32])=[CH:13][CH:12]=2)[CH:8]=[CH:9][CH:10]=1. The catalyst class is: 1. (3) Reactant: CN(C(O[N:9]1N=N[C:11]2C=CC=N[C:10]1=2)=[N+](C)C)C.F[P-](F)(F)(F)(F)F.[NH2:25][C:26]1[C:34]([Br:35])=[C:33]([F:36])[CH:32]=[CH:31][C:27]=1[C:28]([OH:30])=O.C(N)C. Product: [NH2:25][C:26]1[C:34]([Br:35])=[C:33]([F:36])[CH:32]=[CH:31][C:27]=1[C:28]([NH:9][CH2:10][CH3:11])=[O:30]. The catalyst class is: 85. (4) Reactant: [CH3:1][CH2:2][CH2:3][C:4]1[C:5]2[N:14]=[C:13]([C:15]3[CH:16]=[C:17]([S:24]([N:27]4[CH2:32][CH2:31][N:30]([CH3:33])[CH2:29][CH2:28]4)(=[O:26])=[O:25])[CH:18]=[CH:19][C:20]=3[O:21][CH2:22][CH3:23])[NH:12][C:10](=[O:11])[C:6]=2[N:7]([CH3:9])[N:8]=1.C(C(O)(C(O)=O)CC(O)=O)C(O)=O. Product: [CH3:1][CH2:2][CH2:3][C:4]1[C:5]2[N:14]=[C:13]([C:15]3[CH:16]=[C:17]([S:24]([N:27]4[CH2:32][CH2:31][N:30]([CH3:33])[CH2:29][CH2:28]4)(=[O:25])=[O:26])[CH:18]=[CH:19][C:20]=3[O:21][CH2:22][CH3:23])[NH:12][C:10](=[O:11])[C:6]=2[N:7]([CH3:9])[N:8]=1. The catalyst class is: 40. (5) Reactant: C[O:2][C:3]1[N:8]=[C:7]([C:9]([NH:11][CH2:12][CH:13]2[CH2:18][CH2:17][O:16][CH2:15][CH2:14]2)=[O:10])[C:6]([NH:19][C:20]([C:22]2[C:31]3[C:26](=[CH:27][CH:28]=[CH:29][CH:30]=3)[C:25]([CH2:32][N:33]3[CH:37]=[CH:36][N:35]=[N:34]3)=[CH:24][CH:23]=2)=[O:21])=[N:5][CH:4]=1.Cl.N1C=CC=CC=1. Product: [OH:2][C:3]1[N:8]=[C:7]([C:9]([NH:11][CH2:12][CH:13]2[CH2:18][CH2:17][O:16][CH2:15][CH2:14]2)=[O:10])[C:6]([NH:19][C:20]([C:22]2[C:31]3[C:26](=[CH:27][CH:28]=[CH:29][CH:30]=3)[C:25]([CH2:32][N:33]3[CH:37]=[CH:36][N:35]=[N:34]3)=[CH:24][CH:23]=2)=[O:21])=[N:5][CH:4]=1. The catalyst class is: 6. (6) Reactant: [Cl:1][C:2]1[N:7]=[C:6]([C:8]([N:10]([O:12][CH3:13])[CH3:11])=[O:9])[CH:5]=[C:4]([NH:14][CH3:15])[N:3]=1.C1C(=O)N([Br:23])C(=O)C1. Product: [Br:23][C:5]1[C:6]([C:8]([N:10]([O:12][CH3:13])[CH3:11])=[O:9])=[N:7][C:2]([Cl:1])=[N:3][C:4]=1[NH:14][CH3:15]. The catalyst class is: 23.